Dataset: TCR-epitope binding with 47,182 pairs between 192 epitopes and 23,139 TCRs. Task: Binary Classification. Given a T-cell receptor sequence (or CDR3 region) and an epitope sequence, predict whether binding occurs between them. (1) The epitope is KAYNVTQAF. The TCR CDR3 sequence is CASSLGGATADEQFF. Result: 0 (the TCR does not bind to the epitope). (2) The epitope is ALSKGVHFV. The TCR CDR3 sequence is CSVDNRGDSHGYTF. Result: 1 (the TCR binds to the epitope).